From a dataset of Catalyst prediction with 721,799 reactions and 888 catalyst types from USPTO. Predict which catalyst facilitates the given reaction. (1) Reactant: [CH:1]12[CH2:8][CH2:7][CH:4]([CH2:5][CH2:6]1)[C@H:3]([C:9]([O:11][CH2:12][CH3:13])=[O:10])[NH:2]2.C(N(CC)CC)C.[CH3:21][O:22][C:23]1[CH:28]=[CH:27][C:26]([S:29](Cl)(=[O:31])=[O:30])=[CH:25][CH:24]=1. Product: [CH3:21][O:22][C:23]1[CH:24]=[CH:25][C:26]([S:29]([N:2]2[C@@H:3]([C:9]([O:11][CH2:12][CH3:13])=[O:10])[CH:4]3[CH2:5][CH2:6][CH:1]2[CH2:8][CH2:7]3)(=[O:31])=[O:30])=[CH:27][CH:28]=1. The catalyst class is: 22. (2) The catalyst class is: 9. Reactant: Br[CH:2]([CH:15]([CH3:17])[CH3:16])[C:3]([C:5]1[C:14]2[C:9](=[CH:10][CH:11]=[CH:12][CH:13]=2)[CH:8]=[CH:7][CH:6]=1)=O.[NH2:18][C:19]([NH2:21])=[S:20].C(=O)(O)[O-].[Na+]. Product: [NH2:21][C:19]1[S:20][C:2]([CH:15]([CH3:17])[CH3:16])=[C:3]([C:5]2[C:14]3[C:9](=[CH:10][CH:11]=[CH:12][CH:13]=3)[CH:8]=[CH:7][CH:6]=2)[N:18]=1. (3) The catalyst class is: 38. Product: [NH2:23][C:2]1[CH:7]=[CH:6][C:5]([S:8]([NH:11][C:12]2[CH:17]=[CH:16][C:15]([CH3:18])=[C:14]([CH3:19])[CH:13]=2)(=[O:10])=[O:9])=[CH:4][C:3]=1[N+:20]([O-:22])=[O:21]. Reactant: Cl[C:2]1[CH:7]=[CH:6][C:5]([S:8]([NH:11][C:12]2[CH:17]=[CH:16][C:15]([CH3:18])=[C:14]([CH3:19])[CH:13]=2)(=[O:10])=[O:9])=[CH:4][C:3]=1[N+:20]([O-:22])=[O:21].[NH4+:23].[OH-]. (4) Reactant: [O-]CC.[Na+].[Na].[CH3:6][CH:7]([C:13](=O)[CH3:14])[C:8]([O:10]CC)=O.Cl.[CH:17]1([C:23](=[NH:25])[NH2:24])[CH2:22][CH2:21][CH2:20][CH2:19][CH2:18]1. Product: [CH:17]1([C:23]2[N:25]=[C:8]([OH:10])[C:7]([CH3:6])=[C:13]([CH3:14])[N:24]=2)[CH2:22][CH2:21][CH2:20][CH2:19][CH2:18]1. The catalyst class is: 14.